Predict the product of the given reaction. From a dataset of Forward reaction prediction with 1.9M reactions from USPTO patents (1976-2016). (1) Given the reactants CC(OI1(OC(C)=O)(OC(C)=O)OC(=O)C2C=CC=CC1=2)=O.[CH3:23][O:24][C:25]1[CH:26]=[C:27]([CH:33]([C:35]2[CH:36]=[C:37]3[C:42](=[CH:43][CH:44]=2)[O:41][C:40]([CH3:46])([CH3:45])[CH:39]=[CH:38]3)[OH:34])[CH:28]=[CH:29][C:30]=1[O:31][CH3:32], predict the reaction product. The product is: [CH3:23][O:24][C:25]1[CH:26]=[C:27]([C:33]([C:35]2[CH:36]=[C:37]3[C:42](=[CH:43][CH:44]=2)[O:41][C:40]([CH3:46])([CH3:45])[CH:39]=[CH:38]3)=[O:34])[CH:28]=[CH:29][C:30]=1[O:31][CH3:32]. (2) Given the reactants [C:1](Cl)(=[O:3])[CH3:2].[Cl:5][C:6]1[CH:14]=[CH:13][C:9]([CH2:10][NH:11]C)=[CH:8][C:7]=1[N+:15]([O-:17])=[O:16].[C:18]([O-])(O)=O.[Na+], predict the reaction product. The product is: [Cl:5][C:6]1[CH:14]=[CH:13][C:9]([CH:10]([NH:11][C:1](=[O:3])[CH3:2])[CH3:18])=[CH:8][C:7]=1[N+:15]([O-:17])=[O:16]. (3) Given the reactants [S:1]=[C:2]1[N:6]2[C:7]([C:15]([F:18])([F:17])[F:16])=[CH:8][CH:9]=[C:10]([C:11]([O:13][CH3:14])=[O:12])[C:5]2=[N:4][NH:3]1.[CH3:19]I, predict the reaction product. The product is: [CH3:19][S:1][C:2]1[N:6]2[C:7]([C:15]([F:17])([F:18])[F:16])=[CH:8][CH:9]=[C:10]([C:11]([O:13][CH3:14])=[O:12])[C:5]2=[N:4][N:3]=1. (4) Given the reactants [ClH:1].Cl.Br[C:4]1[CH:5]=[C:6]([N:10]2[CH:16]3[CH2:17][N:13]([CH2:14][CH2:15]3)[CH2:12][CH2:11]2)[CH:7]=[N:8][CH:9]=1.[C:18]1(B(O)O)[CH:23]=[CH:22][CH:21]=[CH:20][CH:19]=1.C(=O)([O-])[O-].[Na+].[Na+], predict the reaction product. The product is: [ClH:1].[ClH:1].[C:18]1([C:4]2[CH:5]=[C:6]([N:10]3[CH:16]4[CH2:17][N:13]([CH2:14][CH2:15]4)[CH2:12][CH2:11]3)[CH:7]=[N:8][CH:9]=2)[CH:23]=[CH:22][CH:21]=[CH:20][CH:19]=1. (5) The product is: [Cl:1][C:2]1[CH:3]=[CH:4][C:5]([NH:8][C:9]([CH3:21])([CH3:20])[CH2:10][C:11]([NH:13][CH2:14][C:15]([OH:17])=[O:16])=[O:12])=[CH:6][CH:7]=1. Given the reactants [Cl:1][C:2]1[CH:7]=[CH:6][C:5]([NH:8][C:9]([CH3:21])([CH3:20])[CH2:10][C:11]([NH:13][CH2:14][C:15]([O:17]CC)=[O:16])=[O:12])=[CH:4][CH:3]=1.[OH-].[Na+], predict the reaction product.